Dataset: Reaction yield outcomes from USPTO patents with 853,638 reactions. Task: Predict the reaction yield, written as a fraction of the theoretical maximum amount of product (1.0 means a 100% yield; for example, 0.34 means a 34% yield). (1) The reactants are [C:9](O[C:9]([O:11][C:12]([CH3:15])([CH3:14])[CH3:13])=[O:10])([O:11][C:12]([CH3:15])([CH3:14])[CH3:13])=[O:10].[CH2:16]([O:23][C:24](=[O:43])[CH2:25][NH:26][CH2:27][CH2:28][CH2:29][CH2:30][CH2:31][O:32][C:33]1[CH:42]=[CH:41][C:36]([C:37]([O:39][CH3:40])=[O:38])=[CH:35][CH:34]=1)[C:17]1[CH:22]=[CH:21][CH:20]=[CH:19][CH:18]=1. The catalyst is C1COCC1.C(OCC)(=O)C. The product is [CH2:16]([O:23][C:24](=[O:43])[CH2:25][N:26]([C:9]([O:11][C:12]([CH3:13])([CH3:14])[CH3:15])=[O:10])[CH2:27][CH2:28][CH2:29][CH2:30][CH2:31][O:32][C:33]1[CH:34]=[CH:35][C:36]([C:37]([O:39][CH3:40])=[O:38])=[CH:41][CH:42]=1)[C:17]1[CH:22]=[CH:21][CH:20]=[CH:19][CH:18]=1. The yield is 0.950. (2) The reactants are [CH3:1][O:2][C:3]1[CH:11]=[CH:10][C:6]([C:7]([OH:9])=O)=[CH:5][C:4]=1[O:12][S:13]([CH3:16])(=[O:15])=[O:14].CN(C(ON1N=NC2C=CC=NC1=2)=[N+](C)C)C.F[P-](F)(F)(F)(F)F.CN1CCOCC1.[SH:48][CH2:49][C:50]([OH:52])=[O:51]. The catalyst is CN(C=O)C. The product is [CH3:1][O:2][C:3]1[CH:11]=[CH:10][C:6]([C:7]([S:48][CH2:49][C:50]([OH:52])=[O:51])=[O:9])=[CH:5][C:4]=1[O:12][S:13]([CH3:16])(=[O:15])=[O:14]. The yield is 0.323. (3) The reactants are [Cl:1][C:2]1[CH:3]=[C:4]([NH:9][C:10]([NH:12][C:13](=[O:20])[C:14]2[CH:19]=[CH:18][CH:17]=[CH:16][CH:15]=2)=[S:11])[CH:5]=[C:6]([Cl:8])[CH:7]=1.I[CH2:22]I.C(N(CC)CC)C. The catalyst is CC(C)=O. The product is [Cl:1][C:2]1[CH:3]=[C:4]([N:9]2[CH2:22][S:11]/[C:10]/2=[N:12]\[C:13](=[O:20])[C:14]2[CH:15]=[CH:16][CH:17]=[CH:18][CH:19]=2)[CH:5]=[C:6]([Cl:8])[CH:7]=1. The yield is 0.250. (4) The yield is 0.950. The reactants are [C:1]([O:5][C:6]([N:8]1[CH2:11][CH:10]([O:12][C:13]2[CH:14]=[C:15]3[C:24](=[CH:25][CH:26]=2)[O:23][CH2:22][C:21]2[N:16]3[CH:17]([CH3:28])[C:18](=[O:27])[NH:19][N:20]=2)[CH2:9]1)=[O:7])([CH3:4])([CH3:3])[CH3:2].[Br-:29].[Br-].[Br-].C([N+](CCCC)(CCCC)CCCC)CCC.C([N+](CCCC)(CCCC)CCCC)CCC.C([N+](CCCC)(CCCC)CCCC)CCC. The product is [C:1]([O:5][C:6]([N:8]1[CH2:11][CH:10]([O:12][C:13]2[CH:14]=[C:15]3[C:24](=[CH:25][C:26]=2[Br:29])[O:23][CH2:22][C:21]2[N:16]3[CH:17]([CH3:28])[C:18](=[O:27])[NH:19][N:20]=2)[CH2:9]1)=[O:7])([CH3:4])([CH3:2])[CH3:3]. The catalyst is C(Cl)Cl.CO. (5) The yield is 1.00. The catalyst is CO. The reactants are [C:1]([NH:5][S:6]([C:9]1[S:10][CH:11]=[C:12]([C:14]([NH:16][C:17]2[C:18]([C:29](=[O:31])[NH2:30])=[C:19]([C:23]3[CH:28]=[CH:27][CH:26]=[CH:25][CH:24]=3)[CH:20]=[CH:21][CH:22]=2)=O)[N:13]=1)(=[O:8])=[O:7])([CH3:4])([CH3:3])[CH3:2].C[O-].[Na+]. The product is [C:1]([NH:5][S:6]([C:9]1[S:10][CH:11]=[C:12]([C:14]2[N:30]=[C:29]([OH:31])[C:18]3[C:17](=[CH:22][CH:21]=[CH:20][C:19]=3[C:23]3[CH:28]=[CH:27][CH:26]=[CH:25][CH:24]=3)[N:16]=2)[N:13]=1)(=[O:8])=[O:7])([CH3:4])([CH3:3])[CH3:2]. (6) The reactants are [S:1]1[C:5]2[CH:6]=[CH:7][CH:8]=[CH:9][C:4]=2[N:3]=[C:2]1[O:10][C:11]1[CH:19]=[C:18]2[C:14]([CH:15]=[C:16]([CH:20]=O)[NH:17]2)=[CH:13][CH:12]=1.[NH:22]1[CH2:27][CH2:26][CH2:25][CH2:24][CH2:23]1.[BH-](OC(C)=O)(OC(C)=O)OC(C)=O.[Na+]. The catalyst is C(Cl)Cl. The product is [N:22]1([CH2:20][C:16]2[NH:17][C:18]3[C:14]([CH:15]=2)=[CH:13][CH:12]=[C:11]([O:10][C:2]2[S:1][C:5]4[CH:6]=[CH:7][CH:8]=[CH:9][C:4]=4[N:3]=2)[CH:19]=3)[CH2:27][CH2:26][CH2:25][CH2:24][CH2:23]1. The yield is 0.310.